This data is from Reaction yield outcomes from USPTO patents with 853,638 reactions. The task is: Predict the reaction yield, written as a fraction of the theoretical maximum amount of product (1.0 means a 100% yield; for example, 0.34 means a 34% yield). (1) The reactants are [CH3:1][O:2][C:3](=[O:29])[CH2:4][C:5]1[N:6]=[C:7]([NH:10][C:11](=[O:28])[CH:12]([C:19]2[CH:24]=[CH:23][C:22]([N+:25]([O-])=O)=[CH:21][CH:20]=2)[CH2:13][CH:14]2[CH2:18][CH2:17][CH2:16][CH2:15]2)[S:8][CH:9]=1. The catalyst is C(OCC)(=O)C.[Pd]. The product is [CH3:1][O:2][C:3](=[O:29])[CH2:4][C:5]1[N:6]=[C:7]([NH:10][C:11](=[O:28])[CH:12]([C:19]2[CH:20]=[CH:21][C:22]([NH2:25])=[CH:23][CH:24]=2)[CH2:13][CH:14]2[CH2:15][CH2:16][CH2:17][CH2:18]2)[S:8][CH:9]=1. The yield is 0.933. (2) The reactants are [CH3:1][NH:2][C:3]1[C:8]([CH2:9][OH:10])=[CH:7][N:6]=[C:5]([S:11][CH3:12])[N:4]=1. The catalyst is C(Cl)Cl.[O-2].[O-2].[Mn+4]. The product is [CH3:1][NH:2][C:3]1[C:8]([CH:9]=[O:10])=[CH:7][N:6]=[C:5]([S:11][CH3:12])[N:4]=1. The yield is 0.910.